Dataset: Full USPTO retrosynthesis dataset with 1.9M reactions from patents (1976-2016). Task: Predict the reactants needed to synthesize the given product. The reactants are: Cl[C:2]1[N:7]=[C:6]([NH:8][C:9]2[CH:14]=[CH:13][C:12]3[O:15][CH2:16][CH2:17][O:18][C:11]=3[CH:10]=2)[C:5]([F:19])=[CH:4][N:3]=1.[CH3:20][O:21][C:22]1[CH:28]=[CH:27][C:25]([NH2:26])=[C:24]([CH3:29])[CH:23]=1. Given the product [CH2:17]1[CH2:16][O:15][C:12]2[CH:13]=[CH:14][C:9]([NH:8][C:6]3[C:5]([F:19])=[CH:4][N:3]=[C:2]([NH:26][C:25]4[CH:27]=[CH:28][C:22]([O:21][CH3:20])=[CH:23][C:24]=4[CH3:29])[N:7]=3)=[CH:10][C:11]=2[O:18]1, predict the reactants needed to synthesize it.